Dataset: Peptide-MHC class I binding affinity with 185,985 pairs from IEDB/IMGT. Task: Regression. Given a peptide amino acid sequence and an MHC pseudo amino acid sequence, predict their binding affinity value. This is MHC class I binding data. (1) The peptide sequence is DPKVYPIIL. The MHC is HLA-B07:02 with pseudo-sequence HLA-B07:02. The binding affinity (normalized) is 0.0161. (2) The peptide sequence is LFKNVRLLK. The MHC is HLA-A03:01 with pseudo-sequence HLA-A03:01. The binding affinity (normalized) is 0.496.